This data is from Forward reaction prediction with 1.9M reactions from USPTO patents (1976-2016). The task is: Predict the product of the given reaction. (1) Given the reactants [Cl:1][C:2]1[CH:7]=[CH:6][C:5]([S:8][C:9]2[C:17]3[C:12](=[N:13][CH:14]=[CH:15][CH:16]=3)[NH:11][C:10]=2[CH:18]2[CH2:23][CH2:22][NH:21][CH2:20][CH2:19]2)=[CH:4][CH:3]=1.Cl[C:25]([O:27][CH3:28])=[O:26], predict the reaction product. The product is: [Cl:1][C:2]1[CH:7]=[CH:6][C:5]([S:8][C:9]2[C:17]3[C:12](=[N:13][CH:14]=[CH:15][CH:16]=3)[NH:11][C:10]=2[CH:18]2[CH2:23][CH2:22][N:21]([C:25]([O:27][CH3:28])=[O:26])[CH2:20][CH2:19]2)=[CH:4][CH:3]=1. (2) Given the reactants [NH2:1][C:2]1[C:3]([NH:17][C@@H:18]2[CH2:23][CH2:22][C@H:21]([C:24]([O:26][CH3:27])=[O:25])[CH2:20][CH2:19]2)=[CH:4][C:5]([O:8][CH2:9][CH2:10][N:11]2[CH2:16][CH2:15][CH2:14][CH2:13][CH2:12]2)=[N:6][CH:7]=1.[F:28][C:29]1[CH:39]=[CH:38][C:32]([C:33]([N:35]=[C:36]=S)=[O:34])=[CH:31][CH:30]=1, predict the reaction product. The product is: [F:28][C:29]1[CH:30]=[CH:31][C:32]([C:33](/[N:35]=[C:36]2/[N:17]([C@@H:18]3[CH2:19][CH2:20][C@H:21]([C:24]([O:26][CH3:27])=[O:25])[CH2:22][CH2:23]3)[C:3]3[CH:4]=[C:5]([O:8][CH2:9][CH2:10][N:11]4[CH2:16][CH2:15][CH2:14][CH2:13][CH2:12]4)[N:6]=[CH:7][C:2]=3[NH:1]/2)=[O:34])=[CH:38][CH:39]=1.[C:33](/[N:35]=[C:36]1/[N:17]([C@@H:18]2[CH2:19][CH2:20][C@H:21]([C:24]([O:26][CH3:27])=[O:25])[CH2:22][CH2:23]2)[C:3]2[CH:4]=[CH:5][N:6]=[CH:7][C:2]=2[NH:1]/1)(=[O:34])[C:32]1[CH:38]=[CH:39][CH:29]=[CH:30][CH:31]=1. (3) The product is: [Cl:22][C:19]1[CH:20]=[CH:21][C:16]([CH2:15][NH:14][C:12]([C:8]2[S:9](=[O:11])(=[O:10])[C:4]3[CH:3]=[C:2]([C:30]#[C:31][CH2:28][OH:29])[S:24][C:5]=3[N:6]([CH3:23])[N:7]=2)=[O:13])=[CH:17][CH:18]=1. Given the reactants Br[C:2]1[S:24][C:5]2[N:6]([CH3:23])[N:7]=[C:8]([C:12]([NH:14][CH2:15][C:16]3[CH:21]=[CH:20][C:19]([Cl:22])=[CH:18][CH:17]=3)=[O:13])[S:9](=[O:11])(=[O:10])[C:4]=2[CH:3]=1.CN([CH:28]=[O:29])C.[CH2:30](N(CC)CC)[CH3:31], predict the reaction product. (4) Given the reactants Br[C:2]1[N:7]=[CH:6][C:5]([CH3:8])=[CH:4][CH:3]=1.[CH3:9][N:10](C=O)C, predict the reaction product. The product is: [C:9]([C:2]1[N:7]=[CH:6][C:5]([CH3:8])=[CH:4][CH:3]=1)#[N:10].